This data is from NCI-60 drug combinations with 297,098 pairs across 59 cell lines. The task is: Regression. Given two drug SMILES strings and cell line genomic features, predict the synergy score measuring deviation from expected non-interaction effect. (1) Drug 1: CCC1(CC2CC(C3=C(CCN(C2)C1)C4=CC=CC=C4N3)(C5=C(C=C6C(=C5)C78CCN9C7C(C=CC9)(C(C(C8N6C)(C(=O)OC)O)OC(=O)C)CC)OC)C(=O)OC)O.OS(=O)(=O)O. Drug 2: COCCOC1=C(C=C2C(=C1)C(=NC=N2)NC3=CC=CC(=C3)C#C)OCCOC.Cl. Synergy scores: CSS=10.6, Synergy_ZIP=-4.06, Synergy_Bliss=-3.15, Synergy_Loewe=-1.83, Synergy_HSA=-1.51. Cell line: NCI-H522. (2) Synergy scores: CSS=45.0, Synergy_ZIP=1.51, Synergy_Bliss=2.09, Synergy_Loewe=1.20, Synergy_HSA=1.37. Drug 1: CC12CCC3C(C1CCC2=O)CC(=C)C4=CC(=O)C=CC34C. Drug 2: CCC1(CC2CC(C3=C(CCN(C2)C1)C4=CC=CC=C4N3)(C5=C(C=C6C(=C5)C78CCN9C7C(C=CC9)(C(C(C8N6C=O)(C(=O)OC)O)OC(=O)C)CC)OC)C(=O)OC)O.OS(=O)(=O)O. Cell line: OVCAR-4. (3) Drug 1: CCC(=C(C1=CC=CC=C1)C2=CC=C(C=C2)OCCN(C)C)C3=CC=CC=C3.C(C(=O)O)C(CC(=O)O)(C(=O)O)O. Drug 2: CNC(=O)C1=NC=CC(=C1)OC2=CC=C(C=C2)NC(=O)NC3=CC(=C(C=C3)Cl)C(F)(F)F. Cell line: SN12C. Synergy scores: CSS=-0.187, Synergy_ZIP=2.23, Synergy_Bliss=0.460, Synergy_Loewe=-1.46, Synergy_HSA=-3.17. (4) Drug 1: C1=C(C(=O)NC(=O)N1)N(CCCl)CCCl. Drug 2: CC1C(C(CC(O1)OC2CC(OC(C2O)C)OC3=CC4=CC5=C(C(=O)C(C(C5)C(C(=O)C(C(C)O)O)OC)OC6CC(C(C(O6)C)O)OC7CC(C(C(O7)C)O)OC8CC(C(C(O8)C)O)(C)O)C(=C4C(=C3C)O)O)O)O. Cell line: SK-MEL-2. Synergy scores: CSS=22.1, Synergy_ZIP=0.462, Synergy_Bliss=5.28, Synergy_Loewe=2.67, Synergy_HSA=3.22. (5) Drug 2: C1=NC2=C(N1)C(=S)N=C(N2)N. Cell line: RPMI-8226. Drug 1: CCCS(=O)(=O)NC1=C(C(=C(C=C1)F)C(=O)C2=CNC3=C2C=C(C=N3)C4=CC=C(C=C4)Cl)F. Synergy scores: CSS=33.5, Synergy_ZIP=3.90, Synergy_Bliss=4.62, Synergy_Loewe=-22.5, Synergy_HSA=1.16.